This data is from Full USPTO retrosynthesis dataset with 1.9M reactions from patents (1976-2016). The task is: Predict the reactants needed to synthesize the given product. (1) Given the product [Si:1]([O:8][C@H:9]1[C@@H:13]([O:14][Si:15]([C:18]([CH3:21])([CH3:19])[CH3:20])([CH3:17])[CH3:16])[C@H:12]([N:22]2[CH:27]=[CH:26][C:25](=[O:28])[N:24]([CH2:75][C:76]3[CH:77]=[CH:78][C:79]([O:85][CH3:83])=[CH:80][CH:81]=3)[C:23]2=[O:29])[O:11][CH:10]1[C@H:30]([OH:62])[C@@H:31]([C:55]([O:57][C:58]([CH3:60])([CH3:61])[CH3:59])=[O:56])[NH:32][CH2:33][CH2:34][CH2:35][NH:36][C:37](=[O:54])[C@H:38]([CH3:98])[NH:39][C:40](=[O:49])[O:41][CH2:42][C:43]1[CH:48]=[CH:47][CH:46]=[CH:45][CH:44]=1)([C:4]([CH3:7])([CH3:6])[CH3:5])([CH3:3])[CH3:2], predict the reactants needed to synthesize it. The reactants are: [Si:1]([O:8][C@H:9]1[C@@H:13]([O:14][Si:15]([C:18]([CH3:21])([CH3:20])[CH3:19])([CH3:17])[CH3:16])[C@H:12]([N:22]2[CH:27]=[CH:26][C:25](=[O:28])[NH:24][C:23]2=[O:29])[O:11][CH:10]1[C@H:30]([OH:62])[C@@H:31]([C:55]([O:57][C:58]([CH3:61])([CH3:60])[CH3:59])=[O:56])[NH:32][CH2:33][CH2:34][CH2:35][NH:36][C:37](=[O:54])[C@H:38](CC(C)C)[NH:39][C:40](=[O:49])[O:41][CH2:42][C:43]1[CH:48]=[CH:47][CH:46]=[CH:45][CH:44]=1)([C:4]([CH3:7])([CH3:6])[CH3:5])([CH3:3])[CH3:2].C[C@H](NC(=O)O[CH2:75][C:76]1[CH:81]=[CH:80][CH:79]=[CH:78][CH:77]=1)C(=O)NCCC=O.[C:83](O[BH-](OC(=O)C)OC(=O)C)(=[O:85])C.[Na+].O1CCC[CH2:98]1. (2) Given the product [CH3:1][C@@H:2]1[O:7][C@@H:6]([O:8][C@@H:9]2[C:14]3=[C:15]([OH:32])[C:16]4[C:28](=[O:29])[C:27]5[C:22](=[CH:23][CH:24]=[CH:25][C:26]=5[O:30][CH3:31])[C:20](=[O:21])[C:17]=4[C:18]([OH:19])=[C:13]3[CH2:12][C@@:11]([OH:37])([C:33]([CH2:35][OH:36])=[O:34])[CH2:10]2)[CH2:5][C@H:4]([NH2:38])[C@@H:3]1[OH:39].[CH3:87][C@@:23]12[C@H:74]3[CH2:73][C@@H:72]([OH:76])[C@:45]4([CH3:46])[C@@H:58]([C:57]5[CH2:79][O:80][C:55](=[O:54])[CH:56]=5)[CH2:59][CH2:60][C@:61]4([OH:78])[C@@H:62]3[CH2:63][CH2:20][C@@H:22]1[CH2:27][C@@H:26]([OH:30])[CH2:25][CH2:24]2, predict the reactants needed to synthesize it. The reactants are: [CH3:1][C@@H:2]1[O:7][C@@H:6]([O:8][C@@H:9]2[C:14]3=[C:15]([OH:32])[C:16]4[C:28](=[O:29])[C:27]5[C:22](=[CH:23][CH:24]=[CH:25][C:26]=5[O:30][CH3:31])[C:20](=[O:21])[C:17]=4[C:18]([OH:19])=[C:13]3[CH2:12][C@@:11]([OH:37])([C:33]([CH2:35][OH:36])=[O:34])[CH2:10]2)[CH2:5][C@H:4]([NH2:38])[C@@H:3]1[OH:39].C(N([CH2:45][CH3:46])CC)C.C[C@@H]1O[C@@H]([O:54][C@@H:55]2[C:60]3=[C:61]([OH:78])[C:62]4[C:74](=O)[C:73]5C(=CC=C[C:72]=5[O:76]C)C(=O)[C:63]=4C(O)=[C:59]3[CH2:58][C@@:57](O)([C:79](CO)=[O:80])[CH2:56]2)C[C@H](N)[C@@H]1O.Cl.[C:87](O)(C(F)(F)F)=O. (3) Given the product [CH3:1][S:2]([C:5]1[CH:10]=[CH:9][C:8]([N:11]2[CH:16]=[CH:15][C:14]([O:17][CH2:18][CH:19]3[CH2:20][CH2:21][N:22]([C:25]([O:27][CH:28]([CH3:29])[CH3:30])=[O:26])[CH2:23][CH2:24]3)=[CH:13][C:12]2=[O:32])=[CH:7][CH:6]=1)(=[O:3])=[O:4], predict the reactants needed to synthesize it. The reactants are: [CH3:1][S:2]([C:5]1[CH:10]=[CH:9][C:8]([N:11]2[CH:16]=[CH:15][C:14]([O:17][CH2:18][CH:19]3[CH2:24][CH2:23][N:22]([C:25]([O:27][C:28](C)([CH3:30])[CH3:29])=[O:26])[CH2:21][CH2:20]3)=[CH:13][C:12]2=[O:32])=[CH:7][CH:6]=1)(=[O:4])=[O:3].CS(C1C=CC(N2C=CC(OC3CCN(C(OC(C)(C)C)=O)CC3)=CC2=O)=CC=1)(=O)=O. (4) Given the product [Br:1][C:2]1[CH:51]=[CH:50][CH:49]=[CH:48][C:3]=1[CH2:4][N:5]1[CH:10]=[CH:9][CH:8]=[C:7]([C:11]([NH:13][C@@H:14]([CH2:22][CH2:23][CH2:24][NH:25][C:26]([NH2:28])=[NH:27])[C:15]([OH:17])=[O:16])=[O:12])[C:6]1=[O:47].[C:52]([OH:58])([C:54]([F:57])([F:56])[F:55])=[O:53], predict the reactants needed to synthesize it. The reactants are: [Br:1][C:2]1[CH:51]=[CH:50][CH:49]=[CH:48][C:3]=1[CH2:4][N:5]1[CH:10]=[CH:9][CH:8]=[C:7]([C:11]([NH:13][C@@H:14]([CH2:22][CH2:23][CH2:24][NH:25][C:26]([NH:28]S(C2C(C)=C3C(=C(C)C=2C)OC(C)(C)CC3)(=O)=O)=[NH:27])[C:15]([O:17]C(C)(C)C)=[O:16])=[O:12])[C:6]1=[O:47].[C:52]([OH:58])([C:54]([F:57])([F:56])[F:55])=[O:53].C([SiH](CC)CC)C. (5) Given the product [CH2:12]([O:11][C:3]1[CH:4]=[CH:5][CH:6]=[C:7]([N+:8]([O-:10])=[O:9])[C:2]=1[NH2:1])[C:13]1[CH:18]=[CH:17][CH:16]=[CH:15][CH:14]=1, predict the reactants needed to synthesize it. The reactants are: [NH2:1][C:2]1[C:7]([N+:8]([O-:10])=[O:9])=[CH:6][CH:5]=[CH:4][C:3]=1[OH:11].[CH2:12](Br)[C:13]1[CH:18]=[CH:17][CH:16]=[CH:15][CH:14]=1.C([O-])([O-])=O.[K+].[K+]. (6) Given the product [CH3:43][S:44]([O:19][CH:17]1[CH2:16][N:15]([C:13]([C:11]2[O:12][C:8]([C:5]3[CH:6]=[CH:7][C:2]([Cl:1])=[CH:3][CH:4]=3)=[N:9][N:10]=2)=[O:14])[CH2:18]1)(=[O:46])=[O:45], predict the reactants needed to synthesize it. The reactants are: [Cl:1][C:2]1[CH:7]=[CH:6][C:5]([C:8]2[O:12][C:11]([C:13]([N:15]3[CH2:18][CH:17]([OH:19])[CH2:16]3)=[O:14])=[N:10][N:9]=2)=[CH:4][CH:3]=1.ClC1C=CC(C2OC(C(OC)=O)=NN=2)=CC=1.C(N(CC)CC)C.[CH3:43][S:44](Cl)(=[O:46])=[O:45]. (7) The reactants are: [Br:1][C:2]1[CH:3]=[C:4]2[C:9](=[CH:10][CH:11]=1)[C:8]([CH2:12][N:13]1[C:19](=[O:20])[C@@H:18]([NH:21][C:22](=[O:34])[C@@H:23]([N:25](C)[C:26](=O)OC(C)(C)C)[CH3:24])[C@H:17]([CH3:35])[N:16]([C:36](=[O:42])[CH2:37][S:38]([CH3:41])(=[O:40])=[O:39])[C:15]3[CH:43]=[CH:44][CH:45]=[CH:46][C:14]1=3)=[C:7]([O:47][CH3:48])[CH:6]=[CH:5]2.[ClH:49]. Given the product [ClH:49].[Br:1][C:2]1[CH:3]=[C:4]2[C:9](=[CH:10][CH:11]=1)[C:8]([CH2:12][N:13]1[C:19](=[O:20])[C@@H:18]([NH:21][C:22](=[O:34])[C@@H:23]([NH:25][CH3:26])[CH3:24])[C@H:17]([CH3:35])[N:16]([C:36](=[O:42])[CH2:37][S:38]([CH3:41])(=[O:40])=[O:39])[C:15]3[CH:43]=[CH:44][CH:45]=[CH:46][C:14]1=3)=[C:7]([O:47][CH3:48])[CH:6]=[CH:5]2, predict the reactants needed to synthesize it. (8) The reactants are: Br[C:2]1[N:7]=[CH:6][C:5]([CH:8]=[O:9])=[CH:4][CH:3]=1.[Br-].[CH2:11]([Zn+])[CH2:12][CH2:13][CH3:14]. Given the product [CH2:11]([C:2]1[N:7]=[CH:6][C:5]([CH:8]=[O:9])=[CH:4][CH:3]=1)[CH2:12][CH2:13][CH3:14], predict the reactants needed to synthesize it.